This data is from Full USPTO retrosynthesis dataset with 1.9M reactions from patents (1976-2016). The task is: Predict the reactants needed to synthesize the given product. (1) Given the product [CH3:1][O:2][C:3](=[O:21])[C@@H:4]([N:16]1[CH:20]=[CH:19][CH:18]=[C:17]1[C:24](=[O:25])[C:23]([F:34])([F:33])[F:22])[CH2:5][C:6]1[CH:7]=[CH:8][C:9]([O:12][C:13](=[O:15])[CH3:14])=[CH:10][CH:11]=1, predict the reactants needed to synthesize it. The reactants are: [CH3:1][O:2][C:3](=[O:21])[C@@H:4]([N:16]1[CH:20]=[CH:19][CH:18]=[CH:17]1)[CH2:5][C:6]1[CH:11]=[CH:10][C:9]([O:12][C:13](=[O:15])[CH3:14])=[CH:8][CH:7]=1.[F:22][C:23]([F:34])([F:33])[C:24](O[C:24](=[O:25])[C:23]([F:34])([F:33])[F:22])=[O:25].FC(F)(F)S(O)(=O)=O.[NH4+].[Cl-]. (2) Given the product [C:22]([O:21][C:19]([CH:12]1[CH2:11][C:10]2[CH2:9][N:8]=[CH:7][CH:6]([C:4]3[C:3](=[O:26])[NH:40][C:38](=[O:39])[C:37]=3[C:32]3[C:31]4[C:35](=[CH:36][C:28]([F:27])=[CH:29][CH:30]=4)[NH:34][CH:33]=3)[N:17]3[C:18]=2[C:14]([CH:15]=[CH:16]3)=[CH:13]1)=[O:20])([CH3:24])([CH3:23])[CH3:25], predict the reactants needed to synthesize it. The reactants are: CO[C:3](=[O:26])[C:4]([CH:6]1[N:17]2[C:18]3[C:14]([CH:15]=[CH:16]2)=[CH:13][CH:12]([C:19]([O:21][C:22]([CH3:25])([CH3:24])[CH3:23])=[O:20])[CH2:11][C:10]=3[CH2:9][N:8]=[CH:7]1)=O.[F:27][C:28]1[CH:36]=[C:35]2[C:31]([C:32]([CH2:37][C:38]([NH2:40])=[O:39])=[CH:33][NH:34]2)=[CH:30][CH:29]=1.